From a dataset of Full USPTO retrosynthesis dataset with 1.9M reactions from patents (1976-2016). Predict the reactants needed to synthesize the given product. Given the product [NH2:5][C:6]1[CH:14]=[CH:13][C:9]([C:10]([O:12][CH3:18])=[O:11])=[CH:8][C:7]=1[N+:15]([O-:17])=[O:16], predict the reactants needed to synthesize it. The reactants are: S(Cl)(Cl)=O.[NH2:5][C:6]1[CH:14]=[CH:13][C:9]([C:10]([OH:12])=[O:11])=[CH:8][C:7]=1[N+:15]([O-:17])=[O:16].[CH3:18]O.